From a dataset of Kir2.1 potassium channel HTS with 301,493 compounds. Binary Classification. Given a drug SMILES string, predict its activity (active/inactive) in a high-throughput screening assay against a specified biological target. (1) The compound is S=c1n(\N=C\c2n(ccc2)C)c(n[nH]1)c1occc1. The result is 0 (inactive). (2) The molecule is Clc1c(C(=O)Nc2cc(c3nnc(N4CCOCC4)cc3)ccc2)cccc1. The result is 0 (inactive).